From a dataset of NCI-60 drug combinations with 297,098 pairs across 59 cell lines. Regression. Given two drug SMILES strings and cell line genomic features, predict the synergy score measuring deviation from expected non-interaction effect. (1) Drug 1: CS(=O)(=O)OCCCCOS(=O)(=O)C. Drug 2: CC(C)NC(=O)C1=CC=C(C=C1)CNNC.Cl. Cell line: RPMI-8226. Synergy scores: CSS=16.6, Synergy_ZIP=-2.84, Synergy_Bliss=5.66, Synergy_Loewe=1.20, Synergy_HSA=2.07. (2) Drug 1: CC(C)(C#N)C1=CC(=CC(=C1)CN2C=NC=N2)C(C)(C)C#N. Drug 2: C1CCC(C(C1)N)N.C(=O)(C(=O)[O-])[O-].[Pt+4]. Cell line: DU-145. Synergy scores: CSS=25.0, Synergy_ZIP=-5.04, Synergy_Bliss=3.33, Synergy_Loewe=0.849, Synergy_HSA=-0.113.